This data is from Catalyst prediction with 721,799 reactions and 888 catalyst types from USPTO. The task is: Predict which catalyst facilitates the given reaction. (1) Product: [Cl:27][C:28]1[CH:29]=[C:30]([C@@H:34]([C@@H:43]2[CH2:48][CH2:47][CH2:46][N:45]([C:19](=[O:24])[NH:18][C@@H:5]([CH2:4][CH2:3][C:2]([CH3:1])([CH3:25])[CH3:26])[CH2:6][N:7]([CH3:17])[C:8]([O:10][CH2:11][CH2:12][Si:13]([CH3:14])([CH3:15])[CH3:16])=[O:9])[CH2:44]2)[O:35][CH2:36][CH2:37][NH:38][C:39](=[O:42])[O:40][CH3:41])[CH:31]=[CH:32][CH:33]=1. The catalyst class is: 1. Reactant: [CH3:1][C:2]([CH3:26])([CH3:25])[CH2:3][CH2:4][C@H:5]([NH:18][C:19](=[O:24])OC(C)=C)[CH2:6][N:7]([CH3:17])[C:8]([O:10][CH2:11][CH2:12][Si:13]([CH3:16])([CH3:15])[CH3:14])=[O:9].[Cl:27][C:28]1[CH:29]=[C:30]([C@@H:34]([C@@H:43]2[CH2:48][CH2:47][CH2:46][NH:45][CH2:44]2)[O:35][CH2:36][CH2:37][NH:38][C:39](=[O:42])[O:40][CH3:41])[CH:31]=[CH:32][CH:33]=1. (2) Reactant: Br[C:2]1[O:6][C:5]([CH:7]=[O:8])=[CH:4][CH:3]=1.[C:9]1([C:15]#[CH:16])[CH:14]=[CH:13][CH:12]=[CH:11][CH:10]=1. Product: [C:9]1([C:15]#[C:16][C:2]2[O:6][C:5]([CH:7]=[O:8])=[CH:4][CH:3]=2)[CH:14]=[CH:13][CH:12]=[CH:11][CH:10]=1. The catalyst class is: 356.